From a dataset of Catalyst prediction with 721,799 reactions and 888 catalyst types from USPTO. Predict which catalyst facilitates the given reaction. (1) Reactant: C([O:8][CH2:9][CH2:10][CH2:11][C:12]1([C:25]([O:27][CH2:28][CH3:29])=[O:26])[CH2:17][CH2:16][N:15]([C:18]([O:20][C:21]([CH3:24])([CH3:23])[CH3:22])=[O:19])[CH2:14][CH2:13]1)C1C=CC=CC=1. Product: [OH:8][CH2:9][CH2:10][CH2:11][C:12]1([C:25]([O:27][CH2:28][CH3:29])=[O:26])[CH2:17][CH2:16][N:15]([C:18]([O:20][C:21]([CH3:24])([CH3:23])[CH3:22])=[O:19])[CH2:14][CH2:13]1. The catalyst class is: 178. (2) Reactant: [CH3:1][C:2]1[C:3](=[O:16])[CH:4]=[C:5]([CH2:8][O:9]C2CCCCO2)[O:6][CH:7]=1.C(=O)([O-])[O-].[K+].[K+].C(Cl)(Cl)Cl. Product: [OH:9][CH2:8][C:5]1[O:6][CH:7]=[C:2]([CH3:1])[C:3](=[O:16])[CH:4]=1. The catalyst class is: 240. (3) Product: [F:4][C:5]1[CH:6]=[C:7]([S:11][C:12]2[CH:13]=[C:14]3[C:19](=[CH:20][CH:21]=2)[C@H:18]([C:22]([NH2:24])=[O:23])[CH2:17][CH2:16][CH2:15]3)[CH:8]=[CH:9][CH:10]=1. The catalyst class is: 5. Reactant: O=O.Cl.[F:4][C:5]1[CH:6]=[C:7]([S:11][C:12]2[CH:13]=[C:14]3[C:19](=[CH:20][CH:21]=2)[C:18]([C:22]([NH2:24])=[O:23])=[CH:17][CH2:16][CH2:15]3)[CH:8]=[CH:9][CH:10]=1.[H][H]. (4) Reactant: [Cl:1][C:2]1[C:7]2[S:8][C:9]([C:11]3[C:16]([Cl:17])=[CH:15][C:14](I)=[CH:13][C:12]=3[Cl:19])=[N:10][C:6]=2[CH:5]=[CH:4][N:3]=1.[C:20]([O:24][C:25](=[O:27])[NH2:26])([CH3:23])([CH3:22])[CH3:21].CC1(C)C2C(=C(P(C3C=CC=CC=3)C3C=CC=CC=3)C=CC=2)OC2C(P(C3C=CC=CC=3)C3C=CC=CC=3)=CC=CC1=2.[O-]P([O-])([O-])=O.[K+].[K+].[K+]. Product: [C:20]([O:24][C:25](=[O:27])[NH:26][C:14]1[CH:15]=[C:16]([Cl:17])[C:11]([C:9]2[S:8][C:7]3[C:2]([Cl:1])=[N:3][CH:4]=[CH:5][C:6]=3[N:10]=2)=[C:12]([Cl:19])[CH:13]=1)([CH3:23])([CH3:22])[CH3:21]. The catalyst class is: 882. (5) Reactant: Cl.Cl.[NH:3]1[CH2:6][CH:5]([C:7]2[C:8]([O:30][CH3:31])=[C:9]([CH:15]([N:17]3[C:21]4=[N:22][CH:23]=[N:24][C:25]([NH2:26])=[C:20]4[C:19]([CH:27]([F:29])[F:28])=[N:18]3)[CH3:16])[CH:10]=[C:11]([Cl:14])[C:12]=2[F:13])[CH2:4]1.[CH3:32][C:33]([CH3:35])=O.C(N(CC)CC)C.C(O[BH-](OC(=O)C)OC(=O)C)(=O)C.[Na+]. Product: [Cl:14][C:11]1[C:12]([F:13])=[C:7]([CH:5]2[CH2:6][N:3]([CH:33]([CH3:35])[CH3:32])[CH2:4]2)[C:8]([O:30][CH3:31])=[C:9]([CH:15]([N:17]2[C:21]3=[N:22][CH:23]=[N:24][C:25]([NH2:26])=[C:20]3[C:19]([CH:27]([F:29])[F:28])=[N:18]2)[CH3:16])[CH:10]=1. The catalyst class is: 2. (6) Reactant: [C:1]([O:5][C:6]([NH:8][CH2:9][C:10]([NH:12][C:13]1[N:21]=[C:20]2[C:16]([C:17]([C:29]3[CH:34]=[CH:33][N:32]=[CH:31][CH:30]=3)=[C:18]([C:22]3[CH:27]=[CH:26][C:25]([F:28])=[CH:24][CH:23]=3)[NH:19]2)=[CH:15][CH:14]=1)=[O:11])=[O:7])([CH3:4])([CH3:3])[CH3:2].Cl[C:36]([O:38][CH2:39][CH:40]([CH3:42])[CH3:41])=[O:37].CN1CCOCC1.C(=O)([O-])[O-].[K+].[K+]. Product: [C:1]([O:5][C:6]([NH:8][CH2:9][C:10]([NH:12][C:13]1[N:21]=[C:20]2[C:16]([C:17]([C:29]3[CH:30]=[CH:31][N:32]=[CH:33][CH:34]=3)=[C:18]([C:22]3[CH:27]=[CH:26][C:25]([F:28])=[CH:24][CH:23]=3)[N:19]2[C:36]([O:38][CH2:39][CH:40]([CH3:42])[CH3:41])=[O:37])=[CH:15][CH:14]=1)=[O:11])=[O:7])([CH3:4])([CH3:2])[CH3:3]. The catalyst class is: 136. (7) Reactant: Br[C:2]1[CH:3]=[N:4][CH:5]=[C:6]([C:8]2[CH:13]=[CH:12][CH:11]=[CH:10][N:9]=2)[CH:7]=1.[Br-].[N:15]1C=CC=C[C:16]=1[Zn+]. Product: [C:16]([C:2]1[CH:3]=[N:4][CH:5]=[C:6]([C:8]2[CH:13]=[CH:12][CH:11]=[CH:10][N:9]=2)[CH:7]=1)#[N:15]. The catalyst class is: 1.